This data is from Catalyst prediction with 721,799 reactions and 888 catalyst types from USPTO. The task is: Predict which catalyst facilitates the given reaction. Reactant: [Si:1]([O:18][CH2:19][C@H:20]1[O:25][CH2:24][CH2:23][CH2:22][C@H:21]1O)([C:14]([CH3:17])([CH3:16])[CH3:15])([C:8]1[CH:13]=[CH:12][CH:11]=[CH:10][CH:9]=1)[C:2]1[CH:7]=[CH:6][CH:5]=[CH:4][CH:3]=1.C1C=CC(P(C2C=CC=CC=2)C2C=CC=CC=2)=CC=1.C1C=CC(P([N:60]=[N+:61]=[N-:62])(C2C=CC=CC=2)=O)=CC=1.CCOC(/N=N/C(OCC)=O)=O. Product: [N:60]([C@@H:21]1[C@@H:20]([CH2:19][O:18][Si:1]([C:14]([CH3:17])([CH3:16])[CH3:15])([C:8]2[CH:13]=[CH:12][CH:11]=[CH:10][CH:9]=2)[C:2]2[CH:7]=[CH:6][CH:5]=[CH:4][CH:3]=2)[O:25][CH2:24][CH2:23][CH2:22]1)=[N+:61]=[N-:62]. The catalyst class is: 1.